From a dataset of Experimentally validated miRNA-target interactions with 360,000+ pairs, plus equal number of negative samples. Binary Classification. Given a miRNA mature sequence and a target amino acid sequence, predict their likelihood of interaction. (1) Result: 0 (no interaction). The protein sequence of the target gene is MWLKPEEVLLKNALKLWLMERSNEYFVLQRRRGYGEEGGGGLTGLLVGTLDSVLDSTAKVAPFRILHQTPDSQVYLSIACGANREEITKHWDWLEQNIMKTLSVFDSNEDITNFVQGKIRGLIAEEGKQSFAKEDDPEKFREALLKFEKSFGLPEQEKLVTYYSCSYWRGRVPCQGWLYLSTNFLSFYSFLLGSEIKLIISWDAISKLEKTSTVILTESIHVCSQGENHYFSMFLHINETYLLMEQLANYAIKRLFDKETFDNDPVLDDPLQITKRGLEYRAHSEQFKAFFRLPKEETLK.... The miRNA is mmu-miR-467f with sequence AUAUACACACACACACCUACA. (2) The miRNA is hsa-miR-27a-5p with sequence AGGGCUUAGCUGCUUGUGAGCA. The protein sequence of the target gene is MMEIANVSSPEVFVLLGFSTRPSLETVLFIVVLSFYMVSILGNGIIILVSHTDVHLHTPMYFFLANLPFLDMSFTTSIVPQLLANLWGPQKTISYGGCVVQFYISHWLGATECVLLATMSYDRYAAICRPLHYTVIMHPQLCLGLALASWLGGLTTSMVGSTLTMLLPLCGNNCIDHFFCEMPLIMQLACVDTSLNEMEMYLASFVFVVLPLGLILVSYGHIARAVLKIRSAEGRRKAFNTCSSHVAVVSLFYGSIIFMYLQPAKSTSHEQGKFIALFYTVVTPALNPLIYTLRNTEVKS.... Result: 0 (no interaction). (3) The miRNA is mmu-miR-7685-5p with sequence ACCUUCCGGUUUCUUCAAGUCUCC. The protein sequence of the target gene is MGASDPEVAPWARGGAAGMAGAGAGAGARGGAAAGVEARARDPPPAHRAHPRHPRPAAQPSARRMDGGSGGLGSGDNAPTTEALFVALGAGVTALSHPLLYVKLLIQVGHEPMPPTLGTNVLGRKVLYLPSFFTYAKYIVQVDGKIGLFRGLSPRLMSNALSTVTRGSMKKVFPPDEIEQVSNKDDMKTSLKKVVKETSYEMMMQCVSRMLAHPLHVISMRCMVQFVGREAKYSGVLSSIGKIFKEEGLLGFFVGLIPHLLGDVVFLWGCNLLAHFINAYLVDDSVSDTPGGLGNDQNPG.... Result: 0 (no interaction). (4) The miRNA is hsa-miR-4284 with sequence GGGCUCACAUCACCCCAU. The protein sequence of the target gene is MSKSESPKEPEQLRKLFIGGLSFETTDESLRSHFEQWGTLTDCVVMRDPNTKRSRGFGFVTYATVEEVDAAMNARPHKVDGRVVEPKRAVSREDSQRPGAHLTVKKIFVGGIKEDTEEHHLRDYFEQYGKIEVIEIMTDRGSGKKRGFAFVTFDDHDSVDKIVIQKYHTVNGHNCEVRKALSKQEMASASSSQRGRSGSGNFGGGRGGGFGGNDNFGRGGNFSGRGGFGGSRGGGGYGGSGDGYNGFGNDGGYGGGGPGYSGGSRGYGSGGQGYGNQGSGYGGSGSYDSYNNGGGGGFGG.... Result: 1 (interaction). (5) The miRNA is hsa-miR-142-5p with sequence CAUAAAGUAGAAAGCACUACU. The protein sequence of the target gene is MEGSKASSSTMQVSFVCQRCSQPLKLDTSFKILDRVTIQELTAPLLTTAQAKPGETQEEEANSGEEPFIETRQDGVSRRFIPPARMMSTESANSFTLIGEASDGGTMENLSRRLKVTGDLFDIMSGQTDVDHPLCEECTDTLLDQLDTQLNVTENECQNYKRCLEILEQMNEDDSEQLQRELKELALEEERLIQELEDVEKNRKVVAENLEKVQAEAERLDQEEAQYQREYSEFKRQQLELDDELKSVENQVRYAQIQLDKLKKTNVFNATFHIWHSGQFGTINNFRLGRLPSVPVEWNE.... Result: 1 (interaction). (6) The miRNA is mmu-miR-465b-5p with sequence UAUUUAGAAUGGUGCUGAUCUG. The protein sequence of the target gene is MAAAAAAAAAAGDSDSWDADTFSMEDPVRKVAGGGTAGGDRWEGEDEDEDVKDNWDDDDDENKEEAEVKPEVKISEKKKIAEKIKEKERQQKKRQEEIKKRLEEPEESKVLTPEEQLADKLRLKKLQEESDLELAKETFGVNNTVYGIDAMNPSSRDDFTEFGKLLKDKITQYEKSLYYASFLEALVRDVCISLEIDDLKKITNSLTVLCSEKQKQEKQSKAKKKKKGVVPGGGLKATMKDDLADYGGYEGGYVQDYEDFM. Result: 0 (no interaction). (7) The protein sequence of the target gene is MNRSSNVPRKGILKSGTRSLQKVRRVHFANARNARSLLSMLKDISAQIIQRAWLSHTNKMIFRLLKHAICAAEFYVTHEILKKVAPLEAKLIKDPTMQCKIRFRFRGETFPPFIVFKIFLHTDGHGYKYFSGKNVLMPSSKAVDDACKLMGERKFHRIIMEDERIFPKSKVTDIMDVVTMQDYVQYRSFFDEAPAFSGGRNNSWRKLNLENIPRTMLMYDIVHYSESGVISNRLRNEMKFLLQRPVTQEIHKHQLRIVSEIRGPYLTVQPLYRPYKQQNQVKFLGRRSKQAQMKVEKMRK.... Result: 0 (no interaction). The miRNA is hsa-miR-548q with sequence GCUGGUGCAAAAGUAAUGGCGG.